This data is from Catalyst prediction with 721,799 reactions and 888 catalyst types from USPTO. The task is: Predict which catalyst facilitates the given reaction. (1) Reactant: FC1C=CC([C:8]2([CH2:12][NH2:13])[CH2:11][CH2:10][CH2:9]2)=CC=1.F[C:15]1[CH:20]=[CH:19][CH:18]=[C:17]([F:21])[N:16]=1.C[Si]([N-][Si](C)(C)C)(C)C.[Na+]. Product: [F:21][C:17]1[N:16]=[C:15]([C:8]2([C:12]#[N:13])[CH2:11][CH2:10][CH2:9]2)[CH:20]=[CH:19][CH:18]=1. The catalyst class is: 11. (2) Reactant: [O:1]1[C:10]2[C:9]3[CH:11]=[CH:12][C:13]([N:15]4[CH2:19][C@H:18]([CH2:20][NH:21][C:22](=O)[CH3:23])[O:17][C:16]4=[O:25])=[CH:14][C:8]=3[CH2:7][CH2:6][CH2:5][C:4]=2[CH:3]=[N:2]1.COC1C=CC(P2(SP(C3C=CC(OC)=CC=3)(=S)S2)=[S:35])=CC=1. Product: [O:1]1[C:10]2[C:9]3[CH:11]=[CH:12][C:13]([N:15]4[CH2:19][C@H:18]([CH2:20][NH:21][C:22](=[S:35])[CH3:23])[O:17][C:16]4=[O:25])=[CH:14][C:8]=3[CH2:7][CH2:6][CH2:5][C:4]=2[CH:3]=[N:2]1. The catalyst class is: 12. (3) Reactant: Br[C:2]1[CH:11]=[CH:10][CH:9]=[CH:8][C:3]=1[C:4]([O:6][CH3:7])=[O:5].[Cl-].[CH:13]1([Zn+])[CH2:16][CH2:15][CH2:14]1.C(=O)(O)[O-].[Na+]. Product: [CH:13]1([C:2]2[CH:11]=[CH:10][CH:9]=[CH:8][C:3]=2[C:4]([O:6][CH3:7])=[O:5])[CH2:16][CH2:15][CH2:14]1. The catalyst class is: 73. (4) Reactant: [Br:1][C:2]1[CH:3]=[CH:4][C:5]([CH3:10])=[C:6]([CH:9]=1)[CH:7]=O.[BH4-].[Na+].O=S(Cl)[Cl:15]. Product: [Br:1][C:2]1[CH:3]=[CH:4][C:5]([CH3:10])=[C:6]([CH2:7][Cl:15])[CH:9]=1. The catalyst class is: 859. (5) Reactant: [CH3:1][O:2][C:3]1[CH2:8][C:7]([O:9][CH3:10])=[CH:6][CH2:5][CH:4]=1.C([Li])(C)(C)C.[I-].[Ba+2].[I-].[CH2:19](Cl)[CH:20]=[C:21]([CH3:23])[CH3:22]. Product: [CH3:1][O:2][C:3]1[CH:8]([CH2:19][CH:20]=[C:21]([CH3:23])[CH3:22])[C:7]([O:9][CH3:10])=[CH:6][CH2:5][CH:4]=1. The catalyst class is: 773. (6) Reactant: [C:1]([C:5]1[CH:10]=[CH:9][CH:8]=[CH:7][C:6]=1[N:11]1[CH2:16][CH2:15][N:14]([C:17]([C:19]2[CH:39]=[CH:38][C:22]([O:23][CH2:24][CH:25]3[CH2:30][CH2:29][N:28](C(OC(C)(C)C)=O)[CH2:27][CH2:26]3)=[CH:21][CH:20]=2)=[O:18])[CH2:13][CH2:12]1)([CH3:4])([CH3:3])[CH3:2].Cl.C(OCC)(=O)C.C(OCC)(=O)C. Product: [C:1]([C:5]1[CH:10]=[CH:9][CH:8]=[CH:7][C:6]=1[N:11]1[CH2:12][CH2:13][N:14]([C:17]([C:19]2[CH:20]=[CH:21][C:22]([O:23][CH2:24][CH:25]3[CH2:30][CH2:29][NH:28][CH2:27][CH2:26]3)=[CH:38][CH:39]=2)=[O:18])[CH2:15][CH2:16]1)([CH3:4])([CH3:2])[CH3:3]. The catalyst class is: 5. (7) Reactant: [Cl-].[Al+3].[Cl-].[Cl-].[CH2:5]([C:12]1([CH:19]=[O:20])[CH2:17][CH:16]2[CH2:18][CH:13]1[CH:14]=[CH:15]2)[CH2:6][CH2:7][CH2:8][CH2:9][CH2:10][CH3:11].S(=O)(=O)(O)O. Product: [CH2:5]([CH:12]1[CH2:17][CH:16]2[CH2:15][CH:14]([CH:13]=[CH:18]2)[C:19]1=[O:20])[CH2:6][CH2:7][CH2:8][CH2:9][CH2:10][CH3:11]. The catalyst class is: 2. (8) Reactant: Cl[C:2]1[N:7]=[C:6]([C:8]2[CH:12]=[C:11]([NH2:13])[N:10]([CH3:14])[N:9]=2)[CH:5]=[CH:4][N:3]=1.[CH3:15][NH2:16]. Product: [NH2:13][C:11]1[N:10]([CH3:14])[N:9]=[C:8]([C:6]2[CH:5]=[CH:4][N:3]=[C:2]([NH:16][CH3:15])[N:7]=2)[CH:12]=1. The catalyst class is: 12. (9) Reactant: [NH2:1][C:2]1[C:7]([C:8]#[N:9])=[C:6]([C:10]2[CH:18]=[CH:17][C:13]3[O:14][CH2:15][O:16][C:12]=3[CH:11]=2)[C:5]([C:19]#[N:20])=[C:4]([SH:21])[N:3]=1.Br[CH2:23][CH2:24][OH:25].C(=O)(O)[O-].[Na+].O. Product: [NH2:1][C:2]1[C:7]([C:8]#[N:9])=[C:6]([C:10]2[CH:18]=[CH:17][C:13]3[O:14][CH2:15][O:16][C:12]=3[CH:11]=2)[C:5]([C:19]#[N:20])=[C:4]([S:21][CH2:23][CH2:24][OH:25])[N:3]=1. The catalyst class is: 3. (10) Reactant: [CH3:1][O:2][C:3]1[CH:8]=[C:7]([O:9][CH3:10])[CH:6]=[C:5]([O:11][CH3:12])[C:4]=1[CH2:13]O.[Br:15][C:16]1[CH:21]=[CH:20][CH:19]=[CH:18][C:17]=1[SH:22].C(O)(C(F)(F)F)=O.C([O-])(O)=O.[Na+]. Product: [Br:15][C:16]1[CH:21]=[CH:20][CH:19]=[CH:18][C:17]=1[S:22][CH2:13][C:4]1[C:5]([O:11][CH3:12])=[CH:6][C:7]([O:9][CH3:10])=[CH:8][C:3]=1[O:2][CH3:1]. The catalyst class is: 2.